Dataset: NCI-60 drug combinations with 297,098 pairs across 59 cell lines. Task: Regression. Given two drug SMILES strings and cell line genomic features, predict the synergy score measuring deviation from expected non-interaction effect. (1) Drug 1: CC(CN1CC(=O)NC(=O)C1)N2CC(=O)NC(=O)C2. Drug 2: C#CCC(CC1=CN=C2C(=N1)C(=NC(=N2)N)N)C3=CC=C(C=C3)C(=O)NC(CCC(=O)O)C(=O)O. Cell line: SR. Synergy scores: CSS=54.0, Synergy_ZIP=-3.97, Synergy_Bliss=-6.07, Synergy_Loewe=-2.91, Synergy_HSA=-2.47. (2) Drug 1: CN1CCC(CC1)COC2=C(C=C3C(=C2)N=CN=C3NC4=C(C=C(C=C4)Br)F)OC. Drug 2: CC12CCC3C(C1CCC2O)C(CC4=C3C=CC(=C4)O)CCCCCCCCCS(=O)CCCC(C(F)(F)F)(F)F. Cell line: SK-OV-3. Synergy scores: CSS=13.1, Synergy_ZIP=-5.07, Synergy_Bliss=0.135, Synergy_Loewe=-0.349, Synergy_HSA=0.526. (3) Drug 1: C1CCN(CC1)CCOC2=CC=C(C=C2)C(=O)C3=C(SC4=C3C=CC(=C4)O)C5=CC=C(C=C5)O. Drug 2: CCC(=C(C1=CC=CC=C1)C2=CC=C(C=C2)OCCN(C)C)C3=CC=CC=C3.C(C(=O)O)C(CC(=O)O)(C(=O)O)O. Synergy scores: CSS=4.07, Synergy_ZIP=-0.715, Synergy_Bliss=0.210, Synergy_Loewe=-1.29, Synergy_HSA=-1.11. Cell line: IGROV1.